Dataset: Catalyst prediction with 721,799 reactions and 888 catalyst types from USPTO. Task: Predict which catalyst facilitates the given reaction. (1) Reactant: [Cl-].[CH:2]([S:4]([NH:7][CH2:8][CH2:9][NH3+:10])(=[O:6])=[O:5])=[CH2:3].C(N(CC)CC)C. The catalyst class is: 5. Product: [S:4]1(=[O:6])(=[O:5])[CH2:2][CH2:3][NH:10][CH2:9][CH2:8][NH:7]1. (2) Reactant: ClC1[CH:7]=[C:6]([N:8]2[CH2:12][CH2:11][CH2:10][CH2:9]2)[N:5]=[C:4](/[CH:13]=[CH:14]/[C:15]2[N:24]=[C:23]([N:25]([CH3:27])[CH3:26])[C:22]3[C:17](=[CH:18][CH:19]=[CH:20][CH:21]=3)[N:16]=2)[N:3]=1.[Br-].[CH3:29][C:30]1[N:35]=[C:34]([Zn+])[CH:33]=[CH:32][CH:31]=1.[C:37](=O)(O)[O-].[Na+]. Product: [CH3:27][N:25]([CH3:26])[C:23]1[C:22]2[C:17](=[CH:18][CH:19]=[CH:20][CH:21]=2)[N:16]=[C:15](/[CH:14]=[CH:13]/[C:4]2[N:3]=[C:29]([C:30]3[C:31]([CH3:37])=[CH:32][CH:33]=[CH:34][N:35]=3)[CH:7]=[C:6]([N:8]3[CH2:9][CH2:10][CH2:11][CH2:12]3)[N:5]=2)[N:24]=1. The catalyst class is: 60. (3) Product: [Cl:25][C:22]1[CH:23]=[CH:24][C:19]([O:18][C:13]2[CH:12]=[CH:11][C:10]([CH2:9][O:8][C:6]3[NH:7][C:2](=[O:39])[N:3]=[CH:4][CH:5]=3)=[CH:17][C:14]=2[C:15]#[N:16])=[CH:20][C:21]=1[C:26]([F:29])([F:28])[F:27]. Reactant: Cl[C:2]1[N:7]=[C:6]([O:8][CH2:9][C:10]2[CH:11]=[CH:12][C:13]([O:18][C:19]3[CH:24]=[CH:23][C:22]([Cl:25])=[C:21]([C:26]([F:29])([F:28])[F:27])[CH:20]=3)=[C:14]([CH:17]=2)[C:15]#[N:16])[CH:5]=[CH:4][N:3]=1.C1N2CCN(CC2)C1.C(=O)([O-])[O-:39].[K+].[K+].O1CCOCC1. The catalyst class is: 6. (4) Reactant: [Si:1]([O:8][C:9]1[CH:16]=[CH:15][C:12]([CH:13]=[O:14])=[CH:11][CH:10]=1)([C:4]([CH3:7])([CH3:6])[CH3:5])([CH3:3])[CH3:2].[BH4-].[Na+].O. Product: [Si:1]([O:8][C:9]1[CH:16]=[CH:15][C:12]([CH2:13][OH:14])=[CH:11][CH:10]=1)([C:4]([CH3:7])([CH3:6])[CH3:5])([CH3:3])[CH3:2]. The catalyst class is: 5. (5) Reactant: [O:1]=[C:2]1[CH2:7][CH2:6][N:5]([C:8]([O:10][C:11]([CH3:14])([CH3:13])[CH3:12])=[O:9])[CH2:4][CH:3]1[C:15](OCC)=[O:16].[BH4-].[Na+]. Product: [OH:1][CH:2]1[CH2:7][CH2:6][N:5]([C:8]([O:10][C:11]([CH3:12])([CH3:13])[CH3:14])=[O:9])[CH2:4][CH:3]1[CH2:15][OH:16]. The catalyst class is: 5. (6) Reactant: [CH3:1][C:2]1[C:6]([C:7]2[CH:19]=[C:18]([C:20](O)=[O:21])[C:17]3[C:16]4[C:11](=[CH:12][CH:13]=[C:14]([O:23][CH3:24])[CH:15]=4)[N:10]([CH:25]([C:27]4[CH:32]=[CH:31][CH:30]=[CH:29][CH:28]=4)[CH3:26])[C:9]=3[CH:8]=2)=[C:5]([CH3:33])[O:4][N:3]=1.C(Cl)CCl.C1C=CC2N(O)N=[N:44]C=2C=1.[OH-].[NH4+]. Product: [CH3:1][C:2]1[C:6]([C:7]2[CH:19]=[C:18]([C:20]([NH2:44])=[O:21])[C:17]3[C:16]4[C:11](=[CH:12][CH:13]=[C:14]([O:23][CH3:24])[CH:15]=4)[N:10]([CH:25]([C:27]4[CH:28]=[CH:29][CH:30]=[CH:31][CH:32]=4)[CH3:26])[C:9]=3[CH:8]=2)=[C:5]([CH3:33])[O:4][N:3]=1. The catalyst class is: 76. (7) Reactant: [F:1][C:2]1[C:7]([F:8])=[CH:6][CH:5]=[CH:4][C:3]=1[N:9]1[CH:13]=[CH:12][C:11]([NH2:14])=[N:10]1.C(N(CC)CC)C.[Br:22][C:23]1[CH:31]=[CH:30][CH:29]=[CH:28][C:24]=1[C:25](Cl)=[O:26]. The catalyst class is: 4. Product: [Br:22][C:23]1[CH:31]=[CH:30][CH:29]=[CH:28][C:24]=1[C:25]([NH:14][C:11]1[CH:12]=[CH:13][N:9]([C:3]2[CH:4]=[CH:5][CH:6]=[C:7]([F:8])[C:2]=2[F:1])[N:10]=1)=[O:26]. (8) Reactant: [CH3:1][C:2]1[N:7]=[CH:6][C:5]([C:8]2[CH:9]=[CH:10][C:11]3[N:17]4[CH2:18][C@H:14]([CH2:15][CH2:16]4)[NH:13][C:12]=3[N:19]=2)=[CH:4][CH:3]=1.C(N(CC)CC)C.ClC(Cl)(O[C:31](=[O:37])OC(Cl)(Cl)Cl)Cl.[CH:39]1[C:48]2[CH:47]=[CH:46][CH:45]=[C:44]([NH2:49])[C:43]=2[CH:42]=[CH:41][N:40]=1. The catalyst class is: 7. Product: [CH:39]1[C:48]2[C:43](=[C:44]([NH:49][C:31]([N:13]3[C@@H:14]4[CH2:18][N:17]([CH2:16][CH2:15]4)[C:11]4[CH:10]=[CH:9][C:8]([C:5]5[CH:6]=[N:7][C:2]([CH3:1])=[CH:3][CH:4]=5)=[N:19][C:12]3=4)=[O:37])[CH:45]=[CH:46][CH:47]=2)[CH:42]=[CH:41][N:40]=1. (9) The catalyst class is: 2. Product: [CH2:1]([N:8]1[CH:9]2[CH2:15][CH2:14][CH:13]1[CH2:12][CH:11]([NH:16][C:23](=[O:27])[CH:24]([CH3:26])[CH3:25])[CH2:10]2)[C:2]1[CH:3]=[CH:4][CH:5]=[CH:6][CH:7]=1. Reactant: [CH2:1]([N:8]1[CH:13]2[CH2:14][CH2:15][CH:9]1[CH2:10][CH:11]([NH2:16])[CH2:12]2)[C:2]1[CH:7]=[CH:6][CH:5]=[CH:4][CH:3]=1.C([O-])([O-])=O.[Na+].[Na+].[C:23](Cl)(=[O:27])[CH:24]([CH3:26])[CH3:25].